From a dataset of Full USPTO retrosynthesis dataset with 1.9M reactions from patents (1976-2016). Predict the reactants needed to synthesize the given product. (1) Given the product [NH2:6][C:7]1[N:11]([CH:12]2[CH2:17][CH2:16][CH2:15][NH:14][CH2:13]2)[N:10]=[C:9]([C:28]2[CH:33]=[CH:32][CH:31]=[C:30]([O:34][C:35]3[CH:40]=[CH:39][C:38]([F:41])=[CH:37][CH:36]=3)[CH:29]=2)[C:8]=1[C:42]([NH2:43])=[O:1], predict the reactants needed to synthesize it. The reactants are: [OH-:1].[Na+].C([NH:6][C:7]1[N:11]([CH:12]2[CH2:17][CH2:16][CH2:15][N:14](C(OCC3C=CC=CC=3)=O)[CH2:13]2)[N:10]=[C:9]([C:28]2[CH:33]=[CH:32][CH:31]=[C:30]([O:34][C:35]3[CH:40]=[CH:39][C:38]([F:41])=[CH:37][CH:36]=3)[CH:29]=2)[C:8]=1[C:42]#[N:43])(=O)C.O. (2) Given the product [F:8][C:6]1[CH:5]=[C:4]([C:9]2[N:10]=[CH:11][C:12]([NH:15][C:27](=[O:28])[CH2:26][C@@H:23]3[CH2:24][CH2:25][N:20]4[C:19](=[O:30])[O:18][C:17]([CH3:16])([CH3:31])[C@@H:21]4[CH2:22]3)=[N:13][CH:14]=2)[CH:3]=[C:2]([F:1])[CH:7]=1, predict the reactants needed to synthesize it. The reactants are: [F:1][C:2]1[CH:3]=[C:4]([C:9]2[N:10]=[CH:11][C:12]([NH2:15])=[N:13][CH:14]=2)[CH:5]=[C:6]([F:8])[CH:7]=1.[CH3:16][C:17]1([CH3:31])[CH:21]2[CH2:22][CH:23]([CH2:26][C:27](O)=[O:28])[CH2:24][CH2:25][N:20]2[C:19](=[O:30])[O:18]1. (3) Given the product [Br:20][C:21]1[CH:22]=[CH:23][C:24]([CH:1]([O:4][CH3:5])[O:2][CH3:3])=[CH:25][N:26]=1, predict the reactants needed to synthesize it. The reactants are: [CH:1](OC)([O:4][CH3:5])[O:2][CH3:3].O.C1(C)C=CC(S(O)(=O)=O)=CC=1.[Br:20][C:21]1[N:26]=[CH:25][C:24](C=O)=[CH:23][CH:22]=1. (4) Given the product [CH2:7]([O:9][C@H:10]([C:11]([O:13][CH2:14][CH3:15])=[O:12])[CH2:16][C:17]1[CH:18]=[CH:19][C:20]([O:23][CH2:25][CH2:26][N:27]2[C:36]3[C:31](=[CH:32][C:33]([C:37]([C:39]4[CH:40]=[CH:41][C:42]([C:43]([O:45][CH2:46][CH3:47])=[O:44])=[CH:48][CH:49]=4)=[O:38])=[CH:34][CH:35]=3)[C:30]([CH3:51])([CH3:50])[CH2:29][CH2:28]2)=[CH:21][CH:22]=1)[CH3:8], predict the reactants needed to synthesize it. The reactants are: C(=O)([O-])[O-].[K+].[K+].[CH2:7]([O:9][C@@H:10]([CH2:16][C:17]1[CH:22]=[CH:21][C:20]([OH:23])=[CH:19][CH:18]=1)[C:11]([O:13][CH2:14][CH3:15])=[O:12])[CH3:8].Br[CH2:25][CH2:26][N:27]1[C:36]2[C:31](=[CH:32][C:33]([C:37]([C:39]3[CH:49]=[CH:48][C:42]([C:43]([O:45][CH2:46][CH3:47])=[O:44])=[CH:41][CH:40]=3)=[O:38])=[CH:34][CH:35]=2)[C:30]([CH3:51])([CH3:50])[CH2:29][CH2:28]1. (5) Given the product [Cl:1][C:2]1[CH:7]=[C:6]([N:8]([CH3:38])[C:9]2[CH:10]=[C:11]([C:34]#[N:35])[C:12]([N:18]3[CH2:23][CH2:22][N:21]([C:24]([O:26][C:27]([CH3:30])([CH3:28])[CH3:29])=[O:25])[C@H:20]([CH:31]4[CH2:33][CH2:32]4)[CH2:19]3)=[N:13][C:14]=2[CH:15]2[CH2:17][CH2:16]2)[CH:5]=[CH:4][N:3]=1, predict the reactants needed to synthesize it. The reactants are: [Cl:1][C:2]1[CH:7]=[C:6]([NH:8][C:9]2[CH:10]=[C:11]([C:34]#[N:35])[C:12]([N:18]3[CH2:23][CH2:22][N:21]([C:24]([O:26][C:27]([CH3:30])([CH3:29])[CH3:28])=[O:25])[C@H:20]([CH:31]4[CH2:33][CH2:32]4)[CH2:19]3)=[N:13][C:14]=2[CH:15]2[CH2:17][CH2:16]2)[CH:5]=[CH:4][N:3]=1.[H-].[Na+].[CH2:38]1COCC1. (6) Given the product [N:19]([CH2:2][CH2:3][CH2:4][CH2:5][CH2:6][C:7]([NH:9][C:10]1[CH:15]=[CH:14][CH:13]=[CH:12][C:11]=1[N+:16]([O-:18])=[O:17])=[O:8])=[N+:20]=[N-:21], predict the reactants needed to synthesize it. The reactants are: Br[CH2:2][CH2:3][CH2:4][CH2:5][CH2:6][C:7]([NH:9][C:10]1[CH:15]=[CH:14][CH:13]=[CH:12][C:11]=1[N+:16]([O-:18])=[O:17])=[O:8].[N-:19]=[N+:20]=[N-:21].[Na+]. (7) Given the product [F:37][C:32]1[CH:31]=[C:30]([CH:29]([C:38]2[CH:43]=[CH:42][C:41]([F:44])=[C:40]([F:45])[CH:39]=2)[N:26]2[CH2:25][CH2:24][N:23]([C:21]([CH:16]3[CH2:17][CH2:18][CH2:19][CH2:20][NH:15]3)=[O:22])[CH2:28][CH2:27]2)[CH:35]=[CH:34][C:33]=1[F:36], predict the reactants needed to synthesize it. The reactants are: FC(F)(F)C(O)=O.C(OC([N:15]1[CH2:20][CH2:19][CH2:18][CH2:17][CH:16]1[C:21]([N:23]1[CH2:28][CH2:27][N:26]([CH:29]([C:38]2[CH:43]=[CH:42][C:41]([F:44])=[C:40]([F:45])[CH:39]=2)[C:30]2[CH:35]=[CH:34][C:33]([F:36])=[C:32]([F:37])[CH:31]=2)[CH2:25][CH2:24]1)=[O:22])=O)(C)(C)C.